Dataset: Peptide-MHC class I binding affinity with 185,985 pairs from IEDB/IMGT. Task: Regression. Given a peptide amino acid sequence and an MHC pseudo amino acid sequence, predict their binding affinity value. This is MHC class I binding data. (1) The peptide sequence is TSNLQEQIGW. The MHC is HLA-A31:01 with pseudo-sequence HLA-A31:01. The binding affinity (normalized) is 0. (2) The MHC is HLA-A01:01 with pseudo-sequence HLA-A01:01. The peptide sequence is IFKNLTKPL. The binding affinity (normalized) is 0.0847. (3) The peptide sequence is EFKRRLKDL. The MHC is HLA-A30:01 with pseudo-sequence HLA-A30:01. The binding affinity (normalized) is 0.0847. (4) The peptide sequence is DADPPIPYSR. The MHC is HLA-A31:01 with pseudo-sequence HLA-A31:01. The binding affinity (normalized) is 0.148. (5) The binding affinity (normalized) is 0.576. The peptide sequence is GLSRYVARL. The MHC is HLA-A02:01 with pseudo-sequence HLA-A02:01. (6) The peptide sequence is FRYNGLIHR. The MHC is HLA-A02:06 with pseudo-sequence HLA-A02:06. The binding affinity (normalized) is 0.169. (7) The peptide sequence is VTDSQYALGI. The MHC is HLA-A01:01 with pseudo-sequence HLA-A01:01. The binding affinity (normalized) is 0.548.